The task is: Predict the product of the given reaction.. This data is from Forward reaction prediction with 1.9M reactions from USPTO patents (1976-2016). (1) Given the reactants [C:1]([O:5][C:6]([NH:8][C:9]1[CH:22]=[CH:21][C:20]([O:23][C:24]([F:27])([F:26])[F:25])=[CH:19][C:10]=1[C:11]([NH:13][CH2:14][C:15]([O:17]C)=[O:16])=[O:12])=[O:7])([CH3:4])([CH3:3])[CH3:2].[OH-].[Na+].C(O)(=O)CC(CC(O)=O)(C(O)=O)O, predict the reaction product. The product is: [C:1]([O:5][C:6]([NH:8][C:9]1[CH:22]=[CH:21][C:20]([O:23][C:24]([F:25])([F:26])[F:27])=[CH:19][C:10]=1[C:11]([NH:13][CH2:14][C:15]([OH:17])=[O:16])=[O:12])=[O:7])([CH3:4])([CH3:2])[CH3:3]. (2) Given the reactants [C@@H:1]12[CH2:7][C@@H:4]([CH2:5][CH2:6]1)[CH2:3][C@@H:2]2[NH:8][C:9]1[S:10][CH:11]([CH2:15][CH2:16]Br)[C:12](=[O:14])[N:13]=1.[Li+].[CH3:19]C([N-]C(C)C)C.[CH3:26][C:27](C)=[O:28], predict the reaction product. The product is: [C@@H:1]12[CH2:7][C@@H:4]([CH2:5][CH2:6]1)[CH2:3][C@@H:2]2[NH:8][C:9]1[S:10][C:11]2([CH2:26][CH2:27][O:28][C:15]2([CH3:16])[CH3:19])[C:12](=[O:14])[N:13]=1. (3) Given the reactants [C:1]([O:5][C:6]([N:8]1[CH2:13][CH2:12][N:11]([C:14]2[CH:19]=[CH:18][C:17]([N+:20]([O-])=O)=[C:16]([F:23])[CH:15]=2)[CH2:10][CH2:9]1)=[O:7])([CH3:4])([CH3:3])[CH3:2].[H][H], predict the reaction product. The product is: [C:1]([O:5][C:6]([N:8]1[CH2:13][CH2:12][N:11]([C:14]2[CH:19]=[CH:18][C:17]([NH2:20])=[C:16]([F:23])[CH:15]=2)[CH2:10][CH2:9]1)=[O:7])([CH3:4])([CH3:2])[CH3:3]. (4) Given the reactants [N+:1]([C:4]1[C:5]([NH:20][CH2:21][CH2:22][NH:23][C:24]([O:26][C:27]([CH3:30])([CH3:29])[CH3:28])=[O:25])=[N:6][C:7]([NH:10][CH2:11][C:12]2[CH:17]=[CH:16][C:15]([Cl:18])=[C:14]([Cl:19])[CH:13]=2)=[N:8][CH:9]=1)([O-])=O.NN, predict the reaction product. The product is: [NH2:1][C:4]1[C:5]([NH:20][CH2:21][CH2:22][NH:23][C:24]([O:26][C:27]([CH3:30])([CH3:29])[CH3:28])=[O:25])=[N:6][C:7]([NH:10][CH2:11][C:12]2[CH:17]=[CH:16][C:15]([Cl:18])=[C:14]([Cl:19])[CH:13]=2)=[N:8][CH:9]=1. (5) Given the reactants [S:1]1(=[O:18])(=[O:17])[N:5]2[CH2:6][CH2:7][N:8](C(OC(C)(C)C)=O)[CH2:9][CH:4]2[CH2:3][CH2:2]1.C(O)(C(F)(F)F)=O, predict the reaction product. The product is: [S:1]1(=[O:17])(=[O:18])[N:5]2[CH2:6][CH2:7][NH:8][CH2:9][CH:4]2[CH2:3][CH2:2]1. (6) Given the reactants C([O:3][C:4](=[O:28])[C@@H:5]([O:25][CH2:26][CH3:27])[CH2:6][C:7]1[CH:12]=[CH:11][C:10]([O:13][CH2:14][C:15]([C:17]2[CH:22]=[CH:21][C:20]([CH2:23][CH3:24])=[CH:19][N:18]=2)=[O:16])=[CH:9][CH:8]=1)C.[Li+].[OH-], predict the reaction product. The product is: [CH2:26]([O:25][C@@H:5]([CH2:6][C:7]1[CH:12]=[CH:11][C:10]([O:13][CH2:14][C:15]([C:17]2[CH:22]=[CH:21][C:20]([CH2:23][CH3:24])=[CH:19][N:18]=2)=[O:16])=[CH:9][CH:8]=1)[C:4]([OH:28])=[O:3])[CH3:27]. (7) Given the reactants [CH3:1][N:2]1[CH:6]=[CH:5][N:4]=[C:3]1/[CH:7]=[N:8]/[S:9]([C:11]([CH3:14])([CH3:13])[CH3:12])=[O:10].[CH2:15]1COCC1.C[Mg]Br.CCOCC, predict the reaction product. The product is: [CH3:1][N:2]1[CH:6]=[CH:5][N:4]=[C:3]1[CH:7]([NH:8][S:9]([C:11]([CH3:14])([CH3:13])[CH3:12])=[O:10])[CH3:15].